Dataset: Full USPTO retrosynthesis dataset with 1.9M reactions from patents (1976-2016). Task: Predict the reactants needed to synthesize the given product. (1) Given the product [Si:11]([O:10][C@H:9]([C@H:18]1[CH2:22][C@@H:21]([O:23][CH2:24][CH2:25][CH3:26])[CH2:20][N:19]1[C:27]([O:29][C:30]([CH3:33])([CH3:31])[CH3:32])=[O:28])[C@@H:8]([NH:7][C:5](=[O:6])[C:4]1[CH:3]=[C:2]([N:60]2[CH2:64][CH2:63][CH2:62][C:61]2=[O:65])[CH:45]=[C:44]([OH:69])[CH:43]=1)[CH2:34][C:35]1[CH:36]=[C:37]([F:42])[CH:38]=[C:39]([F:41])[CH:40]=1)([C:14]([CH3:16])([CH3:17])[CH3:15])([CH3:12])[CH3:13], predict the reactants needed to synthesize it. The reactants are: Br[C:2]1[CH:3]=[C:4]([CH:43]=[C:44](C(OC)=O)[CH:45]=1)[C:5]([NH:7][C@@H:8]([CH2:34][C:35]1[CH:40]=[C:39]([F:41])[CH:38]=[C:37]([F:42])[CH:36]=1)[C@@H:9]([C@H:18]1[CH2:22][C@@H:21]([O:23][CH2:24][CH2:25][CH3:26])[CH2:20][N:19]1[C:27]([O:29][C:30]([CH3:33])([CH3:32])[CH3:31])=[O:28])[O:10][Si:11]([C:14]([CH3:17])([CH3:16])[CH3:15])([CH3:13])[CH3:12])=[O:6].NC1C=C(C=C([N:60]2[CH2:64][CH2:63][CH2:62][C:61]2=[O:65])C=1)C(O)=O.C([O:69][C@H]1CN(C(OC(C)(C)C)=O)[C@@H](C(O)=O)C1)C=C. (2) Given the product [CH3:41][S:42]([N:15]1[CH2:14][CH2:13][CH:12]([CH2:11][NH:10][C:7]2[C:2]([C:29]3[CH:30]=[CH:31][C:26]([O:25][C:32]4[CH:37]=[CH:36][CH:35]=[CH:34][CH:33]=4)=[CH:27][CH:28]=3)=[C:3]([NH2:9])[N:4]=[CH:5][N:6]=2)[CH2:17][CH2:16]1)(=[O:44])=[O:43], predict the reactants needed to synthesize it. The reactants are: Cl[C:2]1[C:3]([NH2:9])=[N:4][CH:5]=[N:6][C:7]=1Cl.[NH2:10][CH2:11][CH:12]1[CH2:17][CH2:16][N:15](C(OC(C)(C)C)=O)[CH2:14][CH2:13]1.[O:25]([C:32]1[CH:37]=[CH:36][C:35](B(O)O)=[CH:34][CH:33]=1)[C:26]1[CH:31]=[CH:30][CH:29]=[CH:28][CH:27]=1.[CH3:41][S:42](Cl)(=[O:44])=[O:43]. (3) Given the product [CH2:37]([CH:12]1[C:11]2[CH:10]=[CH:9][CH:8]=[CH:7][C:6]=2[C:5]2[C:13]1=[CH:1][CH:2]=[CH:3][CH:4]=2)[CH2:36][CH2:35][CH2:34][CH2:33][CH2:32][CH2:31][CH2:30][CH2:29][CH2:28][CH2:27][CH2:26][CH2:25][CH2:24][CH2:23][CH2:22][CH2:21][CH3:20], predict the reactants needed to synthesize it. The reactants are: [CH:1]1[C:13]2[CH2:12][C:11]3[C:6](=[CH:7][CH:8]=[CH:9][CH:10]=3)[C:5]=2[CH:4]=[CH:3][CH:2]=1.[Li]CCCC.Br[CH2:20][CH2:21][CH2:22][CH2:23][CH2:24][CH2:25][CH2:26][CH2:27][CH2:28][CH2:29][CH2:30][CH2:31][CH2:32][CH2:33][CH2:34][CH2:35][CH2:36][CH3:37]. (4) Given the product [OH:18][CH:19]1[CH2:20][N:21]([C:23]2[S:24][CH:25]=[C:26]([C:28](=[O:49])[NH:29][CH:30]3[CH2:35][CH2:34][N:33]([C:36]([O:38][CH2:39][C:40]4[CH:45]=[CH:44][C:43]([N+:46]([O-:48])=[O:47])=[CH:42][CH:41]=4)=[O:37])[CH2:32][CH2:31]3)[N:27]=2)[CH2:22]1, predict the reactants needed to synthesize it. The reactants are: [Si]([O:18][CH:19]1[CH2:22][N:21]([C:23]2[S:24][CH:25]=[C:26]([C:28](=[O:49])[NH:29][CH:30]3[CH2:35][CH2:34][N:33]([C:36]([O:38][CH2:39][C:40]4[CH:45]=[CH:44][C:43]([N+:46]([O-:48])=[O:47])=[CH:42][CH:41]=4)=[O:37])[CH2:32][CH2:31]3)[N:27]=2)[CH2:20]1)(C(C)(C)C)(C1C=CC=CC=1)C1C=CC=CC=1.C(O)(=O)C.[F-].C([N+](CCCC)(CCCC)CCCC)CCC. (5) Given the product [NH2:12][CH2:11][CH:8]1[C:7](=[O:20])[C:6]2[CH:5]=[C:4]([C:21]3[CH:22]=[CH:23][C:24]([C:27]([N:29]4[CH2:30][CH2:31][O:32][CH2:33][CH2:34]4)=[O:28])=[CH:25][CH:26]=3)[CH:3]=[C:2]([Cl:1])[C:10]=2[O:9]1, predict the reactants needed to synthesize it. The reactants are: [Cl:1][C:2]1[C:10]2[O:9][CH:8]([CH2:11][NH:12]C(=O)OC(C)(C)C)[C:7](=[O:20])[C:6]=2[CH:5]=[C:4]([C:21]2[CH:26]=[CH:25][C:24]([C:27]([N:29]3[CH2:34][CH2:33][O:32][CH2:31][CH2:30]3)=[O:28])=[CH:23][CH:22]=2)[CH:3]=1.C(O)(C(F)(F)F)=O. (6) The reactants are: [NH2:1][CH2:2][C@@H:3]1[CH2:8][CH2:7][CH2:6][N:5]([C:9]([O:11][C:12]([CH3:15])([CH3:14])[CH3:13])=[O:10])[CH2:4]1.C(N(CC)CC)C.Cl[C:24]([O:26][CH2:27][CH2:28][O:29][CH3:30])=[O:25]. Given the product [C:12]([O:11][C:9]([N:5]1[CH2:6][CH2:7][CH2:8][C@@H:3]([CH2:2][NH:1][C:24](=[O:25])[O:26][CH2:27][CH2:28][O:29][CH3:30])[CH2:4]1)=[O:10])([CH3:15])([CH3:14])[CH3:13], predict the reactants needed to synthesize it. (7) Given the product [Cl:1][C:2]1[C:10]([Cl:11])=[CH:9][CH:8]=[CH:7][C:3]=1[C:4]([NH:20][CH2:19][CH:18]([N:12]1[CH2:13][CH2:14][O:15][CH2:16][CH2:17]1)[C:21]1[CH:26]=[CH:25][CH:24]=[CH:23][N:22]=1)=[O:6], predict the reactants needed to synthesize it. The reactants are: [Cl:1][C:2]1[C:10]([Cl:11])=[CH:9][CH:8]=[CH:7][C:3]=1[C:4]([OH:6])=O.[N:12]1([CH:18]([C:21]2[CH:26]=[CH:25][CH:24]=[CH:23][N:22]=2)[CH2:19][NH2:20])[CH2:17][CH2:16][O:15][CH2:14][CH2:13]1. (8) The reactants are: [O:1]=[C:2]1[CH:6]=[C:5]([C@H:7]2[CH2:12][CH2:11][N:10](C(OC)=O)[C@@H:9]([CH2:17][C:18]3[CH:23]=[C:22]([F:24])[C:21]([F:25])=[C:20]([F:26])[CH:19]=3)[CH2:8]2)[O:4][NH:3]1.Br. Given the product [F:26][C:20]1[CH:19]=[C:18]([CH:23]=[C:22]([F:24])[C:21]=1[F:25])[CH2:17][C@H:9]1[CH2:8][C@@H:7]([C:5]2[O:4][NH:3][C:2](=[O:1])[CH:6]=2)[CH2:12][CH2:11][NH:10]1, predict the reactants needed to synthesize it.